The task is: Predict which catalyst facilitates the given reaction.. This data is from Catalyst prediction with 721,799 reactions and 888 catalyst types from USPTO. (1) Reactant: S(Cl)([Cl:3])=O.[Br:5][C:6]1[CH:7]=[CH:8][C:9]([CH2:12]O)=[N:10][CH:11]=1. Product: [Br:5][C:6]1[CH:7]=[CH:8][C:9]([CH2:12][Cl:3])=[N:10][CH:11]=1. The catalyst class is: 2. (2) Reactant: [CH3:1][C:2]1[NH:6][C:5]([C:7]([O:9][CH2:10][CH3:11])=[O:8])=[CH:4][CH:3]=1.[H-].[Na+].Br[CH2:15][C:16]([O:18][CH2:19][CH3:20])=[O:17]. Product: [CH2:19]([O:18][C:16](=[O:17])[CH2:15][N:6]1[C:2]([CH3:1])=[CH:3][CH:4]=[C:5]1[C:7]([O:9][CH2:10][CH3:11])=[O:8])[CH3:20]. The catalyst class is: 42. (3) Reactant: [OH:1][CH2:2][C:3]12[CH2:8][CH:7]1[CH2:6][N:5]([C:9]([O:11][C:12]([CH3:15])([CH3:14])[CH3:13])=[O:10])[CH2:4]2.[C:16](O)(=[O:23])[C:17]1[CH:22]=[CH:21][CH:20]=[CH:19][CH:18]=1.CCN=C=NCCCN(C)C.Cl.Cl. Product: [C:16]([O:1][CH2:2][C:3]12[CH2:8][CH:7]1[CH2:6][N:5]([C:9]([O:11][C:12]([CH3:15])([CH3:14])[CH3:13])=[O:10])[CH2:4]2)(=[O:23])[C:17]1[CH:22]=[CH:21][CH:20]=[CH:19][CH:18]=1. The catalyst class is: 64. (4) Reactant: CS([Cl:5])(=O)=O.O[CH2:7][CH2:8][C:9]1[N:10]=[N+:11]([O-:19])[C:12]2[CH:18]=[CH:17][CH:16]=[CH:15][C:13]=2[N:14]=1.CCN(CC)CC.[NH:27]1[CH2:32][CH2:31][O:30][CH2:29][CH2:28]1. Product: [ClH:5].[N:27]1([CH2:7][CH2:8][C:9]2[N:10]=[N+:11]([O-:19])[C:12]3[CH:18]=[CH:17][CH:16]=[CH:15][C:13]=3[N:14]=2)[CH2:32][CH2:31][O:30][CH2:29][CH2:28]1. The catalyst class is: 2.